Predict the reactants needed to synthesize the given product. From a dataset of Full USPTO retrosynthesis dataset with 1.9M reactions from patents (1976-2016). Given the product [Br:1][C:2]1[CH:3]=[C:4]([CH:5]=[CH:6][CH:7]=1)[O:8][CH2:10][CH2:11][N:12]([CH3:14])[CH3:13], predict the reactants needed to synthesize it. The reactants are: [Br:1][C:2]1[CH:3]=[C:4]([OH:8])[CH:5]=[CH:6][CH:7]=1.Cl[CH2:10][CH2:11][N:12]([CH3:14])[CH3:13].C(=O)([O-])[O-].[K+].[K+].